This data is from Reaction yield outcomes from USPTO patents with 853,638 reactions. The task is: Predict the reaction yield, written as a fraction of the theoretical maximum amount of product (1.0 means a 100% yield; for example, 0.34 means a 34% yield). (1) The reactants are [N:1]12[CH2:8][CH2:7][C:4]([C:9]([C:17]3[CH:22]=[CH:21][CH:20]=[CH:19][CH:18]=3)([C:11]3[CH:16]=[CH:15][CH:14]=[CH:13][CH:12]=3)[OH:10])([CH2:5][CH2:6]1)[CH2:3][CH2:2]2.[CH3:23][O:24][CH2:25][CH2:26][CH2:27][Br:28]. The catalyst is CC#N. The product is [Br-:28].[OH:10][C:9]([C:17]1[CH:22]=[CH:21][CH:20]=[CH:19][CH:18]=1)([C:11]1[CH:12]=[CH:13][CH:14]=[CH:15][CH:16]=1)[C:4]12[CH2:5][CH2:6][N+:1]([CH2:27][CH2:26][CH2:25][O:24][CH3:23])([CH2:2][CH2:3]1)[CH2:8][CH2:7]2. The yield is 0.860. (2) The reactants are Cl.[NH:2]1[CH2:6][CH2:5][C@H:4]([N:7]2[C:11]3=[C:12]4[S:18][CH:17]=[CH:16][C:13]4=[N:14][CH:15]=[C:10]3[N:9]=[C:8]2[C@H:19]([OH:21])[CH3:20])[CH2:3]1.C(N(CC)C(C)C)(C)C.[C:31](#[N:35])[CH2:32][CH2:33][CH3:34]. The catalyst is C(#N)C. The product is [OH:21][C@@H:19]([C:8]1[N:7]([C@H:4]2[CH2:5][CH2:6][N:2]([CH2:34][CH2:33][CH2:32][C:31]#[N:35])[CH2:3]2)[C:11]2=[C:12]3[S:18][CH:17]=[CH:16][C:13]3=[N:14][CH:15]=[C:10]2[N:9]=1)[CH3:20]. The yield is 0.380.